This data is from Catalyst prediction with 721,799 reactions and 888 catalyst types from USPTO. The task is: Predict which catalyst facilitates the given reaction. Reactant: C[N:2]([CH:4]=[C:5]([C:11](=O)[CH3:12])[C:6]([O:8][CH2:9][CH3:10])=[O:7])C.Cl.[Cl:15][C:16]1[C:17]([F:24])=[C:18]([NH:22]N)[CH:19]=[CH:20][CH:21]=1. Product: [Cl:15][C:16]1[C:17]([F:24])=[C:18]([N:22]2[C:11]([CH3:12])=[C:5]([C:6]([O:8][CH2:9][CH3:10])=[O:7])[CH:4]=[N:2]2)[CH:19]=[CH:20][CH:21]=1. The catalyst class is: 14.